Predict hERG channel inhibition at various concentrations. From a dataset of hERG Central: cardiac toxicity at 1µM, 10µM, and general inhibition. (1) The drug is O=C(C1=C[C@H](c2ccc3c(c2)OCO3)C[C@H](OCCCCO)O1)N1CCN(Cc2ccccc2)CC1. Results: hERG_inhib (hERG inhibition (general)): blocker. (2) The drug is Cn1c(N)c(C(=O)COC(=O)CC2CC3CCC2C3)c(=O)n(C)c1=O. Results: hERG_inhib (hERG inhibition (general)): blocker.